From a dataset of Catalyst prediction with 721,799 reactions and 888 catalyst types from USPTO. Predict which catalyst facilitates the given reaction. (1) Reactant: C(N(CC)CC)C.[OH:8][CH:9]([C:14]1[N:15]=[CH:16][NH:17][CH:18]=1)[CH2:10][C:11]([OH:13])=O.CN(C(ON1N=NC2C=CC=CC1=2)=[N+](C)C)C.[B-](F)(F)(F)F.Cl.[NH2:42][C@H:43]([CH2:62][C:63]1[CH:68]=[CH:67][C:66]([O:69][CH3:70])=[CH:65][CH:64]=1)[C:44]([N:46]1[CH2:49][C:48]([O:57][CH2:58][CH2:59][CH2:60][CH3:61])([C:50]2[CH:55]=[CH:54][CH:53]=[CH:52][C:51]=2[CH3:56])[CH2:47]1)=[O:45].[OH-].[Na+]. Product: [CH2:58]([O:57][C:48]1([C:50]2[CH:55]=[CH:54][CH:53]=[CH:52][C:51]=2[CH3:56])[CH2:49][N:46]([C:44](=[O:45])[C@H:43]([NH:42][C:11](=[O:13])[CH2:10][CH:9]([OH:8])[C:14]2[N:15]=[CH:16][NH:17][CH:18]=2)[CH2:62][C:63]2[CH:68]=[CH:67][C:66]([O:69][CH3:70])=[CH:65][CH:64]=2)[CH2:47]1)[CH2:59][CH2:60][CH3:61]. The catalyst class is: 9. (2) Reactant: [OH-].[Na+].[CH2:3]([C:12]1[CH:17]=[CH:16][C:15]([C:18]2[CH:33]=[CH:32][C:21]3[N:22]=[C:23]([C:25]4[CH:30]=[CH:29][C:28]([OH:31])=[CH:27][CH:26]=4)[S:24][C:20]=3[CH:19]=2)=[CH:14][CH:13]=1)[CH2:4][CH2:5][CH2:6][CH2:7][CH2:8][CH2:9][CH2:10][CH3:11].Br[CH2:35][CH2:36][CH2:37][CH2:38][CH2:39][CH2:40][OH:41].[I-].[K+].Cl. Product: [CH2:3]([C:12]1[CH:13]=[CH:14][C:15]([C:18]2[CH:33]=[CH:32][C:21]3[N:22]=[C:23]([C:25]4[CH:30]=[CH:29][C:28]([O:31][CH2:35][CH2:36][CH2:37][CH2:38][CH2:39][CH2:40][OH:41])=[CH:27][CH:26]=4)[S:24][C:20]=3[CH:19]=2)=[CH:16][CH:17]=1)[CH2:4][CH2:5][CH2:6][CH2:7][CH2:8][CH2:9][CH2:10][CH3:11]. The catalyst class is: 72. (3) Reactant: [Br:1][C:2]1[CH:7]=[C:6]([CH2:8][C:9](=[O:11])[CH3:10])[CH:5]=[CH:4][N:3]=1.CCN(CC)CC.[C:19](=[N:27]O)(Cl)[C:20]1[CH:25]=[CH:24][CH:23]=[CH:22][CH:21]=1. Product: [Br:1][C:2]1[CH:7]=[C:6]([C:8]2[C:19]([C:20]3[CH:25]=[CH:24][CH:23]=[CH:22][CH:21]=3)=[N:27][O:11][C:9]=2[CH3:10])[CH:5]=[CH:4][N:3]=1. The catalyst class is: 14. (4) Reactant: [H-].[Na+].[C:3]([O:7][C:8]([NH:10][CH:11]([C:15]([N:17]([O:19][CH3:20])[CH3:18])=[O:16])[CH:12]([CH3:14])[CH3:13])=[O:9])([CH3:6])([CH3:5])[CH3:4].I[CH2:22][CH3:23]. Product: [C:3]([O:7][C:8]([N:10]([CH2:22][CH3:23])[CH:11]([C:15]([N:17]([O:19][CH3:20])[CH3:18])=[O:16])[CH:12]([CH3:14])[CH3:13])=[O:9])([CH3:6])([CH3:4])[CH3:5]. The catalyst class is: 37. (5) Reactant: [C:1]([C:3]1[CH:4]=[C:5]([CH:10]=[CH:11][C:12]=1[F:13])[C:6]([NH:8][NH2:9])=[O:7])#[N:2].[F:14][C:15]1[CH:20]=[CH:19][C:18]([F:21])=[CH:17][C:16]=1[CH2:22][CH2:23][C:24](O)=[O:25].C(=O)([O-])O.[Na+]. Product: [F:14][C:15]1[CH:20]=[CH:19][C:18]([F:21])=[CH:17][C:16]=1[CH2:22][CH2:23][C:24]([NH:9][NH:8][C:6](=[O:7])[C:5]1[CH:10]=[CH:11][C:12]([F:13])=[C:3]([C:1]#[N:2])[CH:4]=1)=[O:25]. The catalyst class is: 3.